Dataset: M1 muscarinic receptor antagonist screen with 61,756 compounds. Task: Binary Classification. Given a drug SMILES string, predict its activity (active/inactive) in a high-throughput screening assay against a specified biological target. (1) The compound is S(CC(=O)N1CCOCC1)c1[nH]c(=O)c(CCCC)c(O)n1. The result is 0 (inactive). (2) The drug is Fc1ccc(NC(=O)C=2C(C3=C(NC2C)CC(CC3=O)(C)C)c2oc(cc2)C)cc1. The result is 0 (inactive). (3) The molecule is S(=O)(=O)(NCc1sccc1)c1ncn(c1)C. The result is 0 (inactive).